Task: Predict hERG channel inhibition at various concentrations.. Dataset: hERG Central: cardiac toxicity at 1µM, 10µM, and general inhibition (1) The molecule is CN(C)CCCNc1ncnc2oc(-c3ccccc3)c(-c3ccccc3)c12. Results: hERG_inhib (hERG inhibition (general)): blocker. (2) The drug is CCCCCCN1C2=NCCN2c2ccccc21.Cl. Results: hERG_inhib (hERG inhibition (general)): blocker. (3) The compound is C=CCOc1ccc(/C=N/NC(=O)CN2CCCCC2)cc1OC. Results: hERG_inhib (hERG inhibition (general)): blocker. (4) The compound is Cc1nc2ncnn2c(N2CCCC(C(=O)Nc3ccccc3Br)C2)c1C. Results: hERG_inhib (hERG inhibition (general)): blocker. (5) The molecule is COc1ccc(CN(C)C(=O)c2ccc(NS(=O)(=O)c3ccc(F)cc3)cc2)c(OC)c1OC. Results: hERG_inhib (hERG inhibition (general)): blocker.